This data is from Reaction yield outcomes from USPTO patents with 853,638 reactions. The task is: Predict the reaction yield, written as a fraction of the theoretical maximum amount of product (1.0 means a 100% yield; for example, 0.34 means a 34% yield). The reactants are [N:1]1[CH:6]=[CH:5][CH:4]=[CH:3][C:2]=1[CH2:7][N:8]1[C:16]2[C:11](=[CH:12][C:13]([NH:17][C:18]3[C:27]4[C:22](=[CH:23][CH:24]=[CH:25][C:26]=4[O:28][CH2:29][C:30](OC)=[O:31])[N:21]=[CH:20][N:19]=3)=[CH:14][CH:15]=2)[CH:10]=[N:9]1.[CH3:34][NH:35][CH2:36][CH2:37][OH:38]. No catalyst specified. The product is [OH:38][CH2:37][CH2:36][N:35]([CH3:34])[C:30](=[O:31])[CH2:29][O:28][C:26]1[CH:25]=[CH:24][CH:23]=[C:22]2[C:27]=1[C:18]([NH:17][C:13]1[CH:12]=[C:11]3[C:16](=[CH:15][CH:14]=1)[N:8]([CH2:7][C:2]1[CH:3]=[CH:4][CH:5]=[CH:6][N:1]=1)[N:9]=[CH:10]3)=[N:19][CH:20]=[N:21]2. The yield is 0.590.